This data is from Full USPTO retrosynthesis dataset with 1.9M reactions from patents (1976-2016). The task is: Predict the reactants needed to synthesize the given product. (1) The reactants are: [C:1]([C:3]1[CH:4]=[CH:5][C:6]([C:9]([OH:11])=[O:10])=[N:7][CH:8]=1)#[N:2].[NH2:12][OH:13]. Given the product [OH:13][N:12]=[C:1]([C:3]1[CH:4]=[CH:5][C:6]([C:9]([OH:11])=[O:10])=[N:7][CH:8]=1)[NH2:2], predict the reactants needed to synthesize it. (2) Given the product [C:1]([O:5][C:6]([NH:8][C:9]1[CH:10]=[CH:11][CH:12]=[C:13]2[C:17]=1[NH:16][C:15]([C:18]([OH:20])=[O:19])=[CH:14]2)=[O:7])([CH3:4])([CH3:2])[CH3:3], predict the reactants needed to synthesize it. The reactants are: [C:1]([O:5][C:6]([NH:8][C:9]1[CH:10]=[CH:11][CH:12]=[C:13]2[C:17]=1[NH:16][C:15]([C:18]([O:20]CC)=[O:19])=[CH:14]2)=[O:7])([CH3:4])([CH3:3])[CH3:2].[OH-].[Na+].O1CCCC1. (3) The reactants are: [C:1]1([C:7]2[C:27]([F:28])=[CH:26][CH:25]=[CH:24][C:8]=2[C:9]([C@@H:11]2[CH2:16][CH2:15][CH2:14][N:13]([C:17]([O:19][C:20]([CH3:23])([CH3:22])[CH3:21])=[O:18])[CH2:12]2)=[O:10])[CH2:6][CH2:5][CH2:4][CH2:3][CH:2]=1.[CH3:29][O:30][CH2:31][CH2:32][CH2:33][CH2:34][Mg]Cl. Given the product [C:1]1([C:7]2[C:27]([F:28])=[CH:26][CH:25]=[CH:24][C:8]=2[C@:9]([C@@H:11]2[CH2:16][CH2:15][CH2:14][N:13]([C:17]([O:19][C:20]([CH3:23])([CH3:21])[CH3:22])=[O:18])[CH2:12]2)([OH:10])[CH2:34][CH2:33][CH2:32][CH2:31][O:30][CH3:29])[CH2:6][CH2:5][CH2:4][CH2:3][CH:2]=1, predict the reactants needed to synthesize it. (4) Given the product [Cl:1][C:2]1[CH:3]=[CH:4][C:5]([C:25]#[N:26])=[C:6]([C:8]2[C:13]([O:14][CH3:15])=[CH:12][N:11]([CH:16]([CH2:33][CH:34]([F:36])[CH3:35])[C:17]([O:19][C:20]([CH3:21])([CH3:22])[CH3:23])=[O:18])[C:10](=[O:24])[CH:9]=2)[CH:7]=1, predict the reactants needed to synthesize it. The reactants are: [Cl:1][C:2]1[CH:3]=[CH:4][C:5]([C:25]#[N:26])=[C:6]([C:8]2[C:13]([O:14][CH3:15])=[CH:12][N:11]([CH2:16][C:17]([O:19][C:20]([CH3:23])([CH3:22])[CH3:21])=[O:18])[C:10](=[O:24])[CH:9]=2)[CH:7]=1.FC(F)(F)S(O[CH2:33][CH:34]([F:36])[CH3:35])(=O)=O. (5) Given the product [F:13][C:10]1[CH:9]=[CH:8][C:7]([N:6]2[C:19]([C:20]([F:23])([F:22])[F:21])=[CH:18][CH:17]=[C:3]([C:1]#[N:2])[C:4]2=[O:5])=[CH:12][CH:11]=1, predict the reactants needed to synthesize it. The reactants are: [C:1]([CH2:3][C:4]([NH:6][C:7]1[CH:12]=[CH:11][C:10]([F:13])=[CH:9][CH:8]=1)=[O:5])#[N:2].C(O/[CH:17]=[CH:18]/[C:19](=O)[C:20]([F:23])([F:22])[F:21])C.N12CCN(CC1)CC2. (6) Given the product [F:1][C:2]1[C:3]([N+:17]([O-:19])=[O:18])=[C:4]([CH:7]=[C:8]([O:15][CH3:16])[C:9]=1[O:10][CH2:11][CH2:12][O:13][CH3:14])[C:5]#[N:20], predict the reactants needed to synthesize it. The reactants are: [F:1][C:2]1[C:3]([N+:17]([O-:19])=[O:18])=[C:4]([CH:7]=[C:8]([O:15][CH3:16])[C:9]=1[O:10][CH2:11][CH2:12][O:13][CH3:14])[CH:5]=O.[NH2:20]O.Cl.C([O-])=O.[Na+]. (7) Given the product [CH2:1]([N:8]1[CH:13]([CH2:14][OH:15])[CH2:12][O:11][C:10]([CH2:24][CH2:25][O:26][CH2:27][C:28]2[CH:29]=[CH:30][CH:31]=[CH:32][CH:33]=2)([CH3:23])[C:9]1=[O:34])[C:2]1[CH:3]=[CH:4][CH:5]=[CH:6][CH:7]=1, predict the reactants needed to synthesize it. The reactants are: [CH2:1]([N:8]1[CH:13]([CH2:14][O:15][Si](C(C)(C)C)(C)C)[CH2:12][O:11][C:10]([CH2:24][CH2:25][O:26][CH2:27][C:28]2[CH:33]=[CH:32][CH:31]=[CH:30][CH:29]=2)([CH3:23])[C:9]1=[O:34])[C:2]1[CH:7]=[CH:6][CH:5]=[CH:4][CH:3]=1.[F-].C([N+](CCCC)(CCCC)CCCC)CCC.